From a dataset of Full USPTO retrosynthesis dataset with 1.9M reactions from patents (1976-2016). Predict the reactants needed to synthesize the given product. (1) Given the product [ClH:37].[NH2:7][CH2:8][C:9]([NH:10][C:11]1[CH:12]=[C:13]([NH:17][C:18](=[O:34])[C:19]([N:21]2[CH2:22][CH2:23][CH:24]([CH2:27][C:28]3[CH:33]=[CH:32][CH:31]=[CH:30][CH:29]=3)[CH2:25][CH2:26]2)=[O:20])[CH:14]=[CH:15][CH:16]=1)=[O:35], predict the reactants needed to synthesize it. The reactants are: C(OC(=O)[NH:7][CH2:8][C:9](=[O:35])[NH:10][C:11]1[CH:16]=[CH:15][CH:14]=[C:13]([NH:17][C:18](=[O:34])[C:19]([N:21]2[CH2:26][CH2:25][CH:24]([CH2:27][C:28]3[CH:33]=[CH:32][CH:31]=[CH:30][CH:29]=3)[CH2:23][CH2:22]2)=[O:20])[CH:12]=1)(C)(C)C.[ClH:37]. (2) Given the product [OH:7][C@@:6]1([CH2:8][CH2:9][CH3:10])[CH2:5][CH2:4][N:3]([C:12]2[CH:19]=[CH:18][C:15]([C:16]#[N:17])=[C:14]([O:20][CH3:21])[CH:13]=2)[C@H:2]1[CH3:1], predict the reactants needed to synthesize it. The reactants are: [CH3:1][C@H:2]1[C@@:6]([CH2:8][CH2:9][CH3:10])([OH:7])[CH2:5][CH2:4][NH:3]1.F[C:12]1[CH:19]=[CH:18][C:15]([C:16]#[N:17])=[C:14]([O:20][CH3:21])[CH:13]=1.C(=O)([O-])[O-].[Li+].[Li+]. (3) The reactants are: Cl[C:2]1[N:7]=[C:6]([NH:8][C:9]2[CH:10]=[C:11]3[C:15](=[CH:16][CH:17]=2)[NH:14][N:13]=[CH:12]3)[CH:5]=[CH:4][N:3]=1.Cl.[CH3:19][O:20][C:21]1[CH:22]=[C:23]2[C:27](=[CH:28][CH:29]=1)[CH2:26][NH:25][CH2:24]2.C([O-])([O-])=O.[K+].[K+]. Given the product [CH3:19][O:20][C:21]1[CH:22]=[C:23]2[C:27](=[CH:28][CH:29]=1)[CH2:26][N:25]([C:2]1[N:7]=[C:6]([NH:8][C:9]3[CH:10]=[C:11]4[C:15](=[CH:16][CH:17]=3)[NH:14][N:13]=[CH:12]4)[CH:5]=[CH:4][N:3]=1)[CH2:24]2, predict the reactants needed to synthesize it. (4) Given the product [OH:23][CH2:24][CH2:25][C:26]1[CH:33]=[CH:32][C:29]([CH2:30][NH:31][C:20]([C:17]2[CH:16]=[CH:15][C:14]([C:3]3[CH:4]=[C:5]([C:8]4[O:9][C:10]([CH3:13])=[N:11][N:12]=4)[CH:6]=[CH:7][C:2]=3[CH3:1])=[CH:19][CH:18]=2)=[O:22])=[CH:28][CH:27]=1, predict the reactants needed to synthesize it. The reactants are: [CH3:1][C:2]1[CH:7]=[CH:6][C:5]([C:8]2[O:9][C:10]([CH3:13])=[N:11][N:12]=2)=[CH:4][C:3]=1[C:14]1[CH:19]=[CH:18][C:17]([C:20]([OH:22])=O)=[CH:16][CH:15]=1.[OH:23][CH2:24][CH2:25][C:26]1[CH:33]=[CH:32][C:29]([CH2:30][NH2:31])=[CH:28][CH:27]=1. (5) Given the product [CH3:1][C:2]1[CH:3]=[CH:4][CH:5]=[C:6]([O:8][CH2:9][C:10]2[CH:17]=[CH:16][C:13](/[CH:14]=[CH:21]/[N+:18]([O-:20])=[O:19])=[CH:12][CH:11]=2)[N:7]=1, predict the reactants needed to synthesize it. The reactants are: [CH3:1][C:2]1[N:7]=[C:6]([O:8][CH2:9][C:10]2[CH:17]=[CH:16][C:13]([CH:14]=O)=[CH:12][CH:11]=2)[CH:5]=[CH:4][CH:3]=1.[N+:18]([CH3:21])([O-:20])=[O:19].C([O-])(=O)C.[NH4+]. (6) The reactants are: Cl.[O:2]=[C:3]1[NH:8][CH:7]=[C:6]([C:9]2[CH:10]=[C:11]3[C:21](=[CH:22][CH:23]=2)[O:20][C:14]2([CH2:19][CH2:18][NH:17][CH2:16][CH2:15]2)[CH2:13][C:12]3=[O:24])[CH:5]=[CH:4]1.[CH:25]1([N:28]2[C:36]3[C:31](=[C:32]([C:40]4[NH:44][N:43]=[N:42][N:41]=4)[CH:33]=[C:34]([C:37](O)=[O:38])[CH:35]=3)[CH:30]=[CH:29]2)[CH2:27][CH2:26]1.CCN=C=NCCCN(C)C.C1C=CC2N(O)N=NC=2C=1.Cl. Given the product [CH:25]1([N:28]2[C:36]3[C:31](=[C:32]([C:40]4[NH:44][N:43]=[N:42][N:41]=4)[CH:33]=[C:34]([C:37]([N:17]4[CH2:18][CH2:19][C:14]5([CH2:13][C:12](=[O:24])[C:11]6[C:21](=[CH:22][CH:23]=[C:9]([C:6]7[CH:5]=[CH:4][C:3](=[O:2])[NH:8][CH:7]=7)[CH:10]=6)[O:20]5)[CH2:15][CH2:16]4)=[O:38])[CH:35]=3)[CH:30]=[CH:29]2)[CH2:26][CH2:27]1, predict the reactants needed to synthesize it.